This data is from Full USPTO retrosynthesis dataset with 1.9M reactions from patents (1976-2016). The task is: Predict the reactants needed to synthesize the given product. (1) Given the product [ClH:1].[O:24]=[S:16]1(=[O:25])[C:17]2[CH:23]=[CH:22][CH:21]=[CH:20][C:18]=2[CH2:19][N:13]([C:4]2[CH:3]=[C:2]([NH:31][S:28]([C:27]([F:33])([F:32])[F:26])(=[O:30])=[O:29])[C:11]3[C:6](=[CH:7][CH:8]=[C:9]([CH3:12])[CH:10]=3)[N:5]=2)[CH2:14][CH2:15]1, predict the reactants needed to synthesize it. The reactants are: [Cl:1][C:2]1[C:11]2[C:6](=[CH:7][CH:8]=[C:9]([CH3:12])[CH:10]=2)[N:5]=[C:4]([N:13]2[CH2:19][C:18]3[CH:20]=[CH:21][CH:22]=[CH:23][C:17]=3[S:16](=[O:25])(=[O:24])[CH2:15][CH2:14]2)[CH:3]=1.[F:26][C:27]([F:33])([F:32])[S:28]([NH2:31])(=[O:30])=[O:29]. (2) Given the product [Cl:23][C:24]1[CH:25]=[CH:26][C:27]([N:19]2[CH2:18][CH2:17][C:13]3[N:14]=[CH:15][N:16]=[C:11]([NH:10][CH2:9][C:6]4[CH:7]=[N:8][C:3]([C:2]([F:21])([F:1])[F:22])=[CH:4][CH:5]=4)[C:12]=3[CH2:20]2)=[C:28]([CH:31]=1)[C:29]#[N:30], predict the reactants needed to synthesize it. The reactants are: [F:1][C:2]([F:22])([F:21])[C:3]1[N:8]=[CH:7][C:6]([CH2:9][NH:10][C:11]2[C:12]3[CH2:20][NH:19][CH2:18][CH2:17][C:13]=3[N:14]=[CH:15][N:16]=2)=[CH:5][CH:4]=1.[Cl:23][C:24]1[CH:25]=[CH:26][C:27](F)=[C:28]([CH:31]=1)[C:29]#[N:30].C(#N)C.C(N(CC)C(C)C)(C)C. (3) Given the product [CH2:19]([N:16]1[CH2:15][CH:14]2[CH:18]([CH:13]2[N:7]([C:6]([O:5][CH2:1][CH3:2])=[O:26])[CH2:8][CH2:9][CH2:10][CH2:11][O:44][C:43](=[O:45])[CH2:42][CH:41]([C:35]2[CH:36]=[C:37]([CH3:40])[CH:38]=[CH:39][C:34]=2[O:33][CH3:32])[C:46]2[CH:51]=[CH:50][CH:49]=[CH:48][CH:47]=2)[CH2:17]1)[C:20]1[CH:21]=[CH:22][CH:23]=[CH:24][CH:25]=1, predict the reactants needed to synthesize it. The reactants are: [C:1]([O:5][C:6](=[O:26])[N:7]([CH:13]1[CH:18]2[CH:14]1[CH2:15][N:16]([CH2:19][C:20]1[CH:25]=[CH:24][CH:23]=[CH:22][CH:21]=1)[CH2:17]2)[CH2:8][CH2:9][CH2:10][CH2:11]Br)(C)(C)[CH3:2].BrCCCCl.[CH3:32][O:33][C:34]1[CH:39]=[CH:38][C:37]([CH3:40])=[CH:36][C:35]=1[CH:41]([C:46]1[CH:51]=[CH:50][CH:49]=[CH:48][CH:47]=1)[CH2:42][C:43]([OH:45])=[O:44].N12CCCN=C1CCCCC2. (4) Given the product [N:20]1[CH:21]=[CH:22][CH:23]=[CH:24][C:19]=1[C:16]1[S:15][C:14]([NH:13][C:12]2[CH:11]=[N:10][CH:9]=[C:8]3[S:25][C:5]([C:3]([NH2:26])=[O:2])=[CH:6][C:7]=23)=[CH:18][CH:17]=1, predict the reactants needed to synthesize it. The reactants are: C[O:2][C:3]([C:5]1[S:25][C:8]2=[CH:9][N:10]=[CH:11][C:12]([NH:13][C:14]3[S:15][C:16]([C:19]4[CH:24]=[CH:23][CH:22]=[CH:21][N:20]=4)=[CH:17][CH:18]=3)=[C:7]2[CH:6]=1)=O.[NH3:26]. (5) Given the product [CH3:1][S:2]([CH:4]([C:6]1[CH:11]=[N:10][C:9]([C:12]([F:15])([F:14])[F:13])=[CH:8][CH:7]=1)[CH3:5])=[N:20][S:17]([CH3:16])(=[O:19])=[O:18], predict the reactants needed to synthesize it. The reactants are: [CH3:1][S:2]([CH:4]([C:6]1[CH:7]=[CH:8][C:9]([C:12]([F:15])([F:14])[F:13])=[N:10][CH:11]=1)[CH3:5])=O.[CH3:16][S:17]([NH2:20])(=[O:19])=[O:18].C(O)(=O)C.C(O)(=O)C.IC1C=CC=CC=1. (6) Given the product [CH2:1]([O:8][CH2:9][CH2:10][CH2:11][C:12]1[N:20]([CH3:23])[C:15]2=[N:16][CH:17]=[CH:18][CH:19]=[C:14]2[N:13]=1)[C:2]1[CH:3]=[CH:4][CH:5]=[CH:6][CH:7]=1, predict the reactants needed to synthesize it. The reactants are: [CH2:1]([O:8][CH2:9][CH2:10][CH2:11][C:12]1[NH:20][C:15]2=[N:16][CH:17]=[CH:18][CH:19]=[C:14]2[N:13]=1)[C:2]1[CH:7]=[CH:6][CH:5]=[CH:4][CH:3]=1.[H-].[Na+].[CH3:23]OS(=O)(=O)OC.CO. (7) Given the product [CH:2]1[C:3]([Cl:24])=[CH:4][C:5]([Cl:73])=[C:6]([CH2:7][O:8][CH:9]([C:16]2[CH:17]=[CH:18][C:19]([Cl:23])=[CH:20][C:21]=2[Cl:22])[CH2:10][N:11]2[CH:15]=[N:14][CH:13]=[CH:12]2)[CH:1]=1, predict the reactants needed to synthesize it. The reactants are: [CH:1]1[C:6]([CH2:7][O:8][CH:9]([C:16]2[CH:17]=[CH:18][C:19]([Cl:23])=[CH:20][C:21]=2[Cl:22])[CH2:10][N:11]2[CH:15]=[N:14][CH:13]=[CH:12]2)=[CH:5][CH:4]=[C:3]([Cl:24])[CH:2]=1.CN1C(/C=C/C2C=CN=C(N)N=2)=NC=C1[N+]([O-])=O.C1C=CC(C2C=CC(C(N3C=NC=C3)C3C=CC=CC=3)=CC=2)=CC=1.C1C=C(Cl)C(SC(CN2C=NC=C2)CCC2C=CC(Cl)=CC=2)=C([Cl:73])C=1.CC1N(CC2C=CC(Cl)=CC=2)C2C=CC=CC=2N=1.C1C=CC(SC2C=CC(COC(C3C=CC(Cl)=CC=3Cl)CN3C=NC=C3)=CC=2)=CC=1.C=CCOC(C1C=CC(Cl)=CC=1Cl)CN1C=NC=C1.C1C=C(Cl)C(COC(C2C=CC(Cl)=CC=2Cl)CN2C=NC=C2)=C(Cl)C=1.CCCCCOC1C=CC=CC=1/C(/N1C=NC=C1)=C\SC.C1C=C(Cl)C2SC=C(COC(C3C=CC(Cl)=CC=3Cl)CN3C=NC=C3)C=2C=1.C1C(Cl)=CC(Cl)=C(C(OCC2C=CSC=2Cl)CN2C=NC=C2)C=1.CN(CC1C=CC=C2C=CC=CC=12)C/C=C/C1C=CC=CC=1.C[C@H]1[C@]2(OC3C(Cl)=C(OC)C=C(OC)C=3C2=O)C(OC)=CC(=O)C1.CCC(C1C=CC(CC(CN2C[C@H](C)O[C@H](C)C2)C)=CC=1)(C)C.C1C=CN([O-])C(=S)C=1.[Na+].